This data is from Forward reaction prediction with 1.9M reactions from USPTO patents (1976-2016). The task is: Predict the product of the given reaction. (1) Given the reactants [Li+].[OH-].C1COCC1.[Cl:8][C:9]1[CH:10]=[CH:11][C:12]([C:31](=[O:47])[NH:32][C:33]2[CH:38]=[CH:37][C:36]([C:39]3[CH:44]=[CH:43][C:42]([Cl:45])=[CH:41][C:40]=3[CH3:46])=[CH:35][CH:34]=2)=[C:13]([C:15]2[CH:16]=[CH:17][C:18]([C:21]([NH:23][CH2:24][CH2:25][C:26]([O:28]CC)=[O:27])=[O:22])=[N:19][CH:20]=2)[CH:14]=1.Cl, predict the reaction product. The product is: [Cl:8][C:9]1[CH:10]=[CH:11][C:12]([C:31](=[O:47])[NH:32][C:33]2[CH:38]=[CH:37][C:36]([C:39]3[CH:44]=[CH:43][C:42]([Cl:45])=[CH:41][C:40]=3[CH3:46])=[CH:35][CH:34]=2)=[C:13]([C:15]2[CH:16]=[CH:17][C:18]([C:21]([NH:23][CH2:24][CH2:25][C:26]([OH:28])=[O:27])=[O:22])=[N:19][CH:20]=2)[CH:14]=1. (2) Given the reactants [CH3:1][C:2]([CH3:14])([O:4][C:5]([N:7]1[CH:11]=[CH:10][CH:9]=[C:8]1[CH:12]=[O:13])=[O:6])[CH3:3].C[Si]([N:19]([Si](C)(C)C)[C:20]1[CH:21]=[C:22]([Mg]Cl)[CH:23]=[CH:24][CH:25]=1)(C)C, predict the reaction product. The product is: [CH3:3][C:2]([CH3:14])([O:4][C:5]([N:7]1[CH:11]=[CH:10][CH:9]=[C:8]1[CH:12]([C:24]1[CH:23]=[CH:22][CH:21]=[C:20]([NH2:19])[CH:25]=1)[OH:13])=[O:6])[CH3:1]. (3) Given the reactants [H-].[Na+].[F:3][C:4]1[CH:5]=[C:6]([C:17]([NH:19][C@@H:20]2[CH2:25][CH2:24][C@H:23]([NH:26][C:27](=[O:33])[O:28][C:29]([CH3:32])([CH3:31])[CH3:30])[CH2:22][CH2:21]2)=[O:18])[C:7]([NH:10][CH:11]2[CH2:16][CH2:15][S:14][CH2:13][CH2:12]2)=[N:8][CH:9]=1.[C:34](N1C=CN=C1)(N1C=CN=C1)=[O:35].C(OCC)(=O)C, predict the reaction product. The product is: [F:3][C:4]1[CH:9]=[N:8][C:7]2[N:10]([CH:11]3[CH2:16][CH2:15][S:14][CH2:13][CH2:12]3)[C:34](=[O:35])[N:19]([C@@H:20]3[CH2:25][CH2:24][C@H:23]([NH:26][C:27](=[O:33])[O:28][C:29]([CH3:30])([CH3:32])[CH3:31])[CH2:22][CH2:21]3)[C:17](=[O:18])[C:6]=2[CH:5]=1. (4) Given the reactants S(OOS([O-])(=O)=O)([O-])(=O)=O.[NH4+].[NH4+].[OH-].[NH4+].C(F)(F)=C.[F:19][C:20]([F:24])=[C:21]([F:23])[F:22].[C:25]([F:34])([O:29][C:30]([F:33])([F:32])[F:31])=[C:26]([F:28])[F:27], predict the reaction product. The product is: [F:19][C:20]([F:24])=[C:21]([F:23])[F:22].[C:25]([F:34])([O:29][C:30]([F:33])([F:32])[F:31])=[C:26]([F:28])[F:27]. (5) The product is: [CH:1]1([CH2:7][S:8][C:9]2[CH:10]=[CH:11][C:12]([F:17])=[C:13]([CH:14]([OH:15])[CH2:19][C:18]#[N:20])[CH:16]=2)[CH2:2][CH2:3][CH2:4][CH2:5][CH2:6]1. Given the reactants [CH:1]1([CH2:7][S:8][C:9]2[CH:10]=[CH:11][C:12]([F:17])=[C:13]([CH:16]=2)[CH:14]=[O:15])[CH2:6][CH2:5][CH2:4][CH2:3][CH2:2]1.[C:18](#[N:20])[CH3:19], predict the reaction product. (6) Given the reactants [NH:1]1[C:5]2[CH:6]=[CH:7][CH:8]=[CH:9][C:4]=2[N:3]=[C:2]1[CH2:10][N:11]([CH:21]1[C:30]2[N:29]=[CH:28][CH:27]=[CH:26][C:25]=2[CH2:24][CH2:23][CH2:22]1)[CH2:12][C:13]1[CH:18]=[CH:17][C:16]([CH2:19][NH2:20])=[CH:15][CH:14]=1.[Cl:31][C:32]1[C:33]([CH:42]=O)=[N:34][CH:35]=[C:36]([C:38]([F:41])([F:40])[F:39])[CH:37]=1.[BH-](OC(C)=O)(OC(C)=O)OC(C)=O.[Na+], predict the reaction product. The product is: [Cl:31][C:32]1[C:33]([CH2:42][NH:20][CH2:19][C:16]2[CH:15]=[CH:14][C:13]([CH2:12][N:11]([CH2:10][C:2]3[NH:3][C:4]4[CH:9]=[CH:8][CH:7]=[CH:6][C:5]=4[N:1]=3)[CH:21]3[C:30]4[N:29]=[CH:28][CH:27]=[CH:26][C:25]=4[CH2:24][CH2:23][CH2:22]3)=[CH:18][CH:17]=2)=[N:34][CH:35]=[C:36]([C:38]([F:40])([F:39])[F:41])[CH:37]=1.